This data is from Full USPTO retrosynthesis dataset with 1.9M reactions from patents (1976-2016). The task is: Predict the reactants needed to synthesize the given product. (1) Given the product [CH3:19][N:20]([CH3:34])[C:21]([C:23]1[CH:32]=[CH:31][C:26]([C:27]([OH:29])=[O:28])=[C:25]([CH3:33])[CH:24]=1)=[O:22], predict the reactants needed to synthesize it. The reactants are: COC(C1C=CC(C(O)=O)=CC=1C)=O.Cl.CNC.[CH3:19][N:20]([CH3:34])[C:21]([C:23]1[CH:32]=[CH:31][C:26]([C:27]([O:29]C)=[O:28])=[C:25]([CH3:33])[CH:24]=1)=[O:22]. (2) The reactants are: Br[C:2]1[CH:7]=[CH:6][C:5]([C:8]2([NH:12][S:13]([C:15]([CH3:18])([CH3:17])[CH3:16])=[O:14])[CH2:11][O:10][CH2:9]2)=[CH:4][CH:3]=1.C(=O)([O-])[O-].[Cs+].[Cs+].[C:25]([NH2:28])(=[O:27])[CH3:26].CC1(C)C2C(=C(P(C3C=CC=CC=3)C3C=CC=CC=3)C=CC=2)OC2C(P(C3C=CC=CC=3)C3C=CC=CC=3)=CC=CC1=2. Given the product [CH3:16][C:15]([CH3:18])([S:13]([NH:12][C:8]1([C:5]2[CH:6]=[CH:7][C:2]([NH:28][C:25](=[O:27])[CH3:26])=[CH:3][CH:4]=2)[CH2:11][O:10][CH2:9]1)=[O:14])[CH3:17], predict the reactants needed to synthesize it. (3) The reactants are: C(OC([N:11]1[CH2:19][C:18]2[C:13](=[CH:14][CH:15]=[C:16]([CH2:20]O)[CH:17]=2)[CH2:12]1)=O)C1C=CC=CC=1.[CH3:22][N:23]1[CH2:28][CH2:27][NH:26][CH2:25][CH2:24]1.C(O[BH-](OC(=O)C)OC(=O)C)(=O)C.[Na+].[ClH:43].C([O-])([O-])=O.[K+].[K+]. Given the product [ClH:43].[ClH:43].[ClH:43].[CH3:22][N:23]1[CH2:28][CH2:27][N:26]([CH2:20][C:16]2[CH:17]=[C:18]3[C:13](=[CH:14][CH:15]=2)[CH2:12][NH:11][CH2:19]3)[CH2:25][CH2:24]1, predict the reactants needed to synthesize it. (4) Given the product [NH:3]1[C:4]([C:6]2[CH:7]=[C:8]3[N:11]=[CH:14][CH:15]=[C:16]([C:18]4[CH:19]=[C:20]([NH:24][C:25](=[O:36])[C:26]5[CH:31]=[CH:30][CH:29]=[C:28]([C:32]([F:33])([F:34])[F:35])[CH:27]=5)[CH:21]=[CH:22][CH:23]=4)[N:9]3[N:10]=2)=[CH:5][N:1]=[CH:2]1, predict the reactants needed to synthesize it. The reactants are: [NH:1]1[CH:5]=[C:4]([C:6]2[CH:7]=[C:8]([NH2:11])[NH:9][N:10]=2)[N:3]=[CH:2]1.CN(C)[CH:14]=[CH:15][C:16]([C:18]1[CH:19]=[C:20]([NH:24][C:25](=[O:36])[C:26]2[CH:31]=[CH:30][CH:29]=[C:28]([C:32]([F:35])([F:34])[F:33])[CH:27]=2)[CH:21]=[CH:22][CH:23]=1)=O. (5) Given the product [F:1][C:2]1[CH:7]=[CH:6][CH:5]=[CH:4][C:3]=1[C:8]1[CH:12]=[C:11]([NH:13][C:19](=[O:20])[O:18][C:15]([CH3:17])=[CH2:16])[N:10]([CH3:14])[N:9]=1, predict the reactants needed to synthesize it. The reactants are: [F:1][C:2]1[CH:7]=[CH:6][CH:5]=[CH:4][C:3]=1[C:8]1[CH:12]=[C:11]([NH2:13])[N:10]([CH3:14])[N:9]=1.[C:15]([O:18][C:19](Cl)=[O:20])([CH3:17])=[CH2:16]. (6) Given the product [O:26]=[C:25]([NH:27][N:28]1[CH:32]=[CH:31][CH:30]=[C:29]1[C:33](=[O:34])[NH:14][CH:10]1[CH2:11][CH2:12][CH2:13][O:8][CH2:9]1)[C@@H:24]([NH:23][C:21](=[O:22])[O:20][C:16]([CH3:19])([CH3:18])[CH3:17])[CH3:37], predict the reactants needed to synthesize it. The reactants are: C(N(CC)CC)C.[O:8]1[CH2:13][CH2:12][CH2:11][CH:10]([NH2:14])[CH2:9]1.Cl.[C:16]([O:20][C:21]([NH:23][C@@H:24]([CH3:37])[C:25]([NH:27][N:28]1[CH:32]=[CH:31][CH:30]=[C:29]1[C:33](OC)=[O:34])=[O:26])=[O:22])([CH3:19])([CH3:18])[CH3:17].C[Al](C)C.C(C(C(C([O-])=O)O)O)([O-])=O.[Na+].[Na+]. (7) The reactants are: Cl.C[O:3][C:4](=[O:16])[C@@H:5]([NH2:15])[CH2:6][C:7]1[CH:12]=[CH:11][CH:10]=[C:9]([C:13]#[N:14])[CH:8]=1.[Cl:17][C:18]1[CH:26]=[CH:25][C:21]([C:22](O)=[O:23])=[C:20]([NH:27][S:28]([C:31]2[C:32]3[N:33]=[CH:34][CH:35]=[N:36][C:37]=3[CH:38]=[CH:39][CH:40]=2)(=[O:30])=[O:29])[CH:19]=1. Given the product [Cl:17][C:18]1[CH:26]=[CH:25][C:21]([C:22]([NH:15][C@@H:5]([CH2:6][C:7]2[CH:12]=[CH:11][CH:10]=[C:9]([C:13]#[N:14])[CH:8]=2)[C:4]([OH:3])=[O:16])=[O:23])=[C:20]([NH:27][S:28]([C:31]2[C:32]3[N:33]=[CH:34][CH:35]=[N:36][C:37]=3[CH:38]=[CH:39][CH:40]=2)(=[O:29])=[O:30])[CH:19]=1, predict the reactants needed to synthesize it. (8) Given the product [CH:1]1([N:4]([CH2:30][C:31]2[CH:36]=[C:35]([CH2:37][CH2:38][CH2:39][O:40][CH3:41])[CH:34]=[C:33]([O:42][CH2:43][CH2:44][O:45][CH3:46])[CH:32]=2)[C:5]([CH:7]2[C:12]([O:21][CH3:22])([C:13]3[CH:18]=[CH:17][N:16]([CH3:19])[C:15](=[O:20])[CH:14]=3)[CH2:11][CH2:10][NH:9][CH2:8]2)=[O:6])[CH2:3][CH2:2]1, predict the reactants needed to synthesize it. The reactants are: [CH:1]1([N:4]([CH2:30][C:31]2[CH:36]=[C:35]([CH2:37][CH2:38][CH2:39][O:40][CH3:41])[CH:34]=[C:33]([O:42][CH2:43][CH2:44][O:45][CH3:46])[CH:32]=2)[C:5]([C@@H:7]2[C@@:12]([O:21][CH3:22])([C:13]3[CH:18]=[CH:17][N:16]([CH3:19])[C:15](=[O:20])[CH:14]=3)[CH2:11][CH2:10][N:9](C(OC(C)(C)C)=O)[CH2:8]2)=[O:6])[CH2:3][CH2:2]1.Cl. (9) Given the product [CH3:13][C:11]1[N:12]=[C:7]([O:6][C:5]2[CH:4]=[CH:3][C:2]([NH:1][S:43]([CH3:42])(=[O:45])=[O:44])=[CH:34][CH:33]=2)[CH:8]=[CH:9][C:10]=1[CH2:14][N:15]1[CH2:16][CH2:17][CH:18]([N:21]2[C@H:25]([C:26]3[CH:27]=[CH:28][CH:29]=[CH:30][CH:31]=3)[CH2:24][O:23][C:22]2=[O:32])[CH2:19][CH2:20]1, predict the reactants needed to synthesize it. The reactants are: [NH2:1][C:2]1[CH:34]=[CH:33][C:5]([O:6][C:7]2[N:12]=[C:11]([CH3:13])[C:10]([CH2:14][N:15]3[CH2:20][CH2:19][CH:18]([N:21]4[C@H:25]([C:26]5[CH:31]=[CH:30][CH:29]=[CH:28][CH:27]=5)[CH2:24][O:23][C:22]4=[O:32])[CH2:17][CH2:16]3)=[CH:9][CH:8]=2)=[CH:4][CH:3]=1.CCN(CC)CC.[CH3:42][S:43](Cl)(=[O:45])=[O:44].